Dataset: Catalyst prediction with 721,799 reactions and 888 catalyst types from USPTO. Task: Predict which catalyst facilitates the given reaction. (1) Product: [CH3:1][O:2][C:3]1[CH:4]=[C:5]2[C:10](=[CH:11][C:12]=1[O:13][CH3:14])[N:9]=[CH:8][CH:7]=[C:6]2[O:15][C:16]1[CH:22]=[CH:21][C:19]([NH:20][C:40](=[O:42])[O:57][CH:55]([C:54]2[CH:58]=[CH:59][CH:60]=[C:52]([Br:51])[CH:53]=2)[CH3:56])=[C:18]([CH3:23])[C:17]=1[CH3:24]. Reactant: [CH3:1][O:2][C:3]1[CH:4]=[C:5]2[C:10](=[CH:11][C:12]=1[O:13][CH3:14])[N:9]=[CH:8][CH:7]=[C:6]2[O:15][C:16]1[CH:22]=[CH:21][C:19]([NH2:20])=[C:18]([CH3:23])[C:17]=1[CH3:24].C1(C)C=CC=CC=1.C(N(CC)CC)C.Cl[C:40](Cl)([O:42]C(=O)OC(Cl)(Cl)Cl)Cl.[Br:51][C:52]1[CH:53]=[C:54]([CH:58]=[CH:59][CH:60]=1)[CH:55]([OH:57])[CH3:56]. The catalyst class is: 2. (2) The catalyst class is: 1. Product: [CH:22]([N:21]1[CH:20]=[N:19][N:18]=[C:17]1[C:11]1[S:12][C:13]2[CH2:14][CH2:15][O:16][C:7]3[CH:6]=[C:5]([CH2:3][OH:2])[CH:26]=[CH:25][C:8]=3[C:9]=2[N:10]=1)([CH3:24])[CH3:23]. Reactant: C[O:2][C:3]([C:5]1[CH:26]=[CH:25][C:8]2[C:9]3[N:10]=[C:11]([C:17]4[N:21]([CH:22]([CH3:24])[CH3:23])[CH:20]=[N:19][N:18]=4)[S:12][C:13]=3[CH2:14][CH2:15][O:16][C:7]=2[CH:6]=1)=O.[H-].[H-].[H-].[H-].[Li+].[Al+3]. (3) Reactant: Br[C:2]1[CH:11]=[C:10]2[C:5]([C:6](=[O:12])[CH2:7][CH2:8][O:9]2)=[CH:4][CH:3]=1.C(N(CC)CC)C.[CH:20]1([C:23]#[CH:24])[CH2:22][CH2:21]1.O. Product: [CH:20]1([C:23]#[C:24][C:2]2[CH:3]=[CH:4][C:5]3[C:6](=[O:12])[CH2:7][CH2:8][O:9][C:10]=3[CH:11]=2)[CH2:22][CH2:21]1. The catalyst class is: 122. (4) Reactant: [N:1]1[C:2]([CH2:10][CH2:11]O)=[CH:3][N:4]2[CH:9]=[CH:8][CH:7]=[CH:6][C:5]=12.O=S(Cl)[Cl:15]. Product: [Cl:15][CH2:11][CH2:10][C:2]1[N:1]=[C:5]2[CH:6]=[CH:7][CH:8]=[CH:9][N:4]2[CH:3]=1. The catalyst class is: 2. (5) Reactant: [NH2:1][C:2]1[C:6]([C:7]([O:9][CH2:10][CH3:11])=[O:8])=[CH:5][NH:4][N:3]=1.[C:12]1([CH3:26])[CH:17]=[C:16]([CH3:18])[CH:15]=[C:14]([CH3:19])[C:13]=1[CH:20]=[C:21]([C:24]#[N:25])[C:22]#[N:23].C(O)(C)C. Product: [NH2:25][C:24]1[N:3]2[N:4]=[CH:5][C:6]([C:7]([O:9][CH2:10][CH3:11])=[O:8])=[C:2]2[N:1]=[C:20]([C:13]2[C:12]([CH3:26])=[CH:17][C:16]([CH3:18])=[CH:15][C:14]=2[CH3:19])[C:21]=1[C:22]#[N:23]. The catalyst class is: 17. (6) Reactant: [Cl:1][C:2]1[CH:7]=[CH:6][C:5]([C:8]2[O:12][C:11]([CH:13]=O)=[CH:10][CH:9]=2)=[CH:4][C:3]=1[C:15]([F:18])([F:17])[F:16].N1CCCCC1.C(O)(=O)[CH2:26][C:27]([OH:29])=[O:28].Cl. Product: [Cl:1][C:2]1[CH:7]=[CH:6][C:5]([C:8]2[O:12][C:11](/[CH:13]=[CH:26]/[C:27]([OH:29])=[O:28])=[CH:10][CH:9]=2)=[CH:4][C:3]=1[C:15]([F:16])([F:17])[F:18]. The catalyst class is: 17. (7) Reactant: C(OP([CH2:9][C:10]([O:12][C:13]([CH3:16])([CH3:15])[CH3:14])=[O:11])(OCC)=O)C.[Li+].C[Si]([N-][Si](C)(C)C)(C)C.[CH3:27][C:28]1[S:32][C:31]([CH:33]=O)=[CH:30][CH:29]=1. Product: [CH3:33][C:31]1[S:32][C:28](/[CH:27]=[CH:9]/[C:10]([O:12][C:13]([CH3:14])([CH3:15])[CH3:16])=[O:11])=[CH:29][CH:30]=1. The catalyst class is: 1. (8) Reactant: Br[C:2]1[CH:10]=[CH:9][C:8]2[C:4](=[C:5]([CH3:12])[N:6]([CH3:11])[N:7]=2)[C:3]=1[C:13]([O:15][CH3:16])=[O:14].C1(P(C2C=CC=CC=2)C2C=CC=CC=2)C=CC=CC=1.C(=O)([O-])[O-].[K+].[K+].[C:42]([O:46][CH3:47])(=[O:45])[CH:43]=[CH2:44]. Product: [CH3:47][O:46][C:42](=[O:45])/[CH:43]=[CH:44]/[C:2]1[CH:10]=[CH:9][C:8]2[C:4](=[C:5]([CH3:12])[N:6]([CH3:11])[N:7]=2)[C:3]=1[C:13]([O:15][CH3:16])=[O:14]. The catalyst class is: 613. (9) Reactant: [Cl:1][C:2]1[N:3]=[C:4]([N:13]2[CH2:18][CH2:17][O:16][CH2:15][CH2:14]2)[C:5]2[S:10][C:9]([CH:11]=O)=[CH:8][C:6]=2[N:7]=1.[NH:19]1[CH2:24][CH2:23][CH:22]([N:25]2[CH2:30][CH2:29][O:28][CH2:27][CH2:26]2)[CH2:21][CH2:20]1.C(O[BH-](OC(=O)C)OC(=O)C)(=O)C. Product: [Cl:1][C:2]1[N:3]=[C:4]([N:13]2[CH2:18][CH2:17][O:16][CH2:15][CH2:14]2)[C:5]2[S:10][C:9]([CH2:11][N:19]3[CH2:24][CH2:23][CH:22]([N:25]4[CH2:30][CH2:29][O:28][CH2:27][CH2:26]4)[CH2:21][CH2:20]3)=[CH:8][C:6]=2[N:7]=1. The catalyst class is: 525. (10) Reactant: [Br:1][C:2]1[CH:3]=[C:4]([C:10](=O)[C:11]([CH3:18])([CH3:17])[C:12]([O:14]CC)=[O:13])[CH:5]=[N:6][C:7]=1[CH2:8][CH3:9].[H-].[Na+].BrC1C=C(C(=O)CC(OCC)=O)C=[N:27]C=1CC.IC. Product: [Br:1][C:2]1[CH:3]=[C:4]([C:10]2[C:11]([CH3:18])([CH3:17])[C:12](=[O:13])[O:14][N:27]=2)[CH:5]=[N:6][C:7]=1[CH2:8][CH3:9]. The catalyst class is: 384.